Dataset: Reaction yield outcomes from USPTO patents with 853,638 reactions. Task: Predict the reaction yield, written as a fraction of the theoretical maximum amount of product (1.0 means a 100% yield; for example, 0.34 means a 34% yield). (1) The reactants are O1CCC(C[C:8]2[CH:18]=[CH:17][CH:16]=[C:10]3[C:11]([NH:13][C:14](=[O:15])[C:9]=23)=[O:12])OC1.[C:19]([O-:22])(O)=O.[Na+].C([O:27][CH2:28][CH3:29])(=O)C.[CH3:30]O. The catalyst is Cl. The product is [OH:27][CH:28]([CH2:29][CH2:19][OH:22])[CH2:30][N:13]1[C:14](=[O:15])[C:9]2=[CH:8][CH:18]=[CH:17][CH:16]=[C:10]2[C:11]1=[O:12]. The yield is 0.500. (2) The reactants are [CH3:1][O:2][CH2:3][CH2:4][N:5]1[CH2:12][CH2:11][C@:10]2([CH3:15])[C@@H:13]([CH3:14])[C@H:6]1[CH2:7][C:8]1[CH:19]=[CH:18][C:17]([C:20]([NH2:22])=[O:21])=[CH:16][C:9]=12.[ClH:23].CCOCC. The catalyst is C(OCC)(=O)C. The product is [ClH:23].[CH3:1][O:2][CH2:3][CH2:4][N:5]1[CH2:12][CH2:11][C@:10]2([CH3:15])[C@@H:13]([CH3:14])[C@H:6]1[CH2:7][C:8]1[CH:19]=[CH:18][C:17]([C:20]([NH2:22])=[O:21])=[CH:16][C:9]=12. The yield is 0.900. (3) The reactants are [N+:1]([C:4]1[CH:5]=[CH:6][CH:7]=[C:8]2[C:13]=1[N:12]=[CH:11][C:10]([S:14]([C:17]1[CH:22]=[CH:21][CH:20]=[CH:19][CH:18]=1)(=[O:16])=[O:15])=[CH:9]2)([O-])=O. The catalyst is C(O)(=O)C.[Fe]. The product is [C:17]1([S:14]([C:10]2[CH:11]=[N:12][C:13]3[C:8]([CH:9]=2)=[CH:7][CH:6]=[CH:5][C:4]=3[NH2:1])(=[O:15])=[O:16])[CH:18]=[CH:19][CH:20]=[CH:21][CH:22]=1. The yield is 0.960. (4) The reactants are [N:1](OCCC(C)C)=O.[CH2:9]([O:11][C:12](=[O:35])[C@@H:13]([CH2:20][C:21]1[CH:26]=[C:25]([Cl:27])[C:24]([NH2:28])=[C:23]([CH3:29])[C:22]=1[CH2:30][O:31][C:32](=[O:34])[CH3:33])[CH2:14][C:15]([O:17][CH2:18][CH3:19])=[O:16])[CH3:10].C([O-])(=O)C.[K+]. The catalyst is C(O)(=O)C. The product is [CH2:9]([O:11][C:12](=[O:35])[C@@H:13]([CH2:20][C:21]1[C:22]([CH2:30][O:31][C:32](=[O:34])[CH3:33])=[C:23]2[C:24](=[C:25]([Cl:27])[CH:26]=1)[NH:28][N:1]=[CH:29]2)[CH2:14][C:15]([O:17][CH2:18][CH3:19])=[O:16])[CH3:10]. The yield is 0.800. (5) The reactants are [Br:1][C:2]1[CH:14]=[C:13]2[C:5]([C:6]3[C:7](=[O:30])[C:8]4[CH:20]=[CH:19][C:18]([O:21][CH2:22][C@H:23]5[CH2:27][O:26][C:25]([CH3:29])([CH3:28])[O:24]5)=[CH:17][C:9]=4[C:10]([CH3:16])([CH3:15])[C:11]=3[NH:12]2)=[CH:4][CH:3]=1.[H-].[Na+].[CH3:33]I.[Cl-].[NH4+].S([O-])([O-])(=O)=S.[Na+].[Na+]. The catalyst is CN(C=O)C. The product is [Br:1][C:2]1[CH:14]=[C:13]2[C:5]([C:6]3[C:7](=[O:30])[C:8]4[CH:20]=[CH:19][C:18]([O:21][CH2:22][C@H:23]5[CH2:27][O:26][C:25]([CH3:29])([CH3:28])[O:24]5)=[CH:17][C:9]=4[C:10]([CH3:15])([CH3:16])[C:11]=3[N:12]2[CH3:33])=[CH:4][CH:3]=1. The yield is 0.930.